Dataset: NCI-60 drug combinations with 297,098 pairs across 59 cell lines. Task: Regression. Given two drug SMILES strings and cell line genomic features, predict the synergy score measuring deviation from expected non-interaction effect. (1) Drug 1: CCC1(CC2CC(C3=C(CCN(C2)C1)C4=CC=CC=C4N3)(C5=C(C=C6C(=C5)C78CCN9C7C(C=CC9)(C(C(C8N6C=O)(C(=O)OC)O)OC(=O)C)CC)OC)C(=O)OC)O.OS(=O)(=O)O. Drug 2: CC1CCC2CC(C(=CC=CC=CC(CC(C(=O)C(C(C(=CC(C(=O)CC(OC(=O)C3CCCCN3C(=O)C(=O)C1(O2)O)C(C)CC4CCC(C(C4)OC)O)C)C)O)OC)C)C)C)OC. Cell line: A498. Synergy scores: CSS=-3.09, Synergy_ZIP=2.24, Synergy_Bliss=1.80, Synergy_Loewe=-3.15, Synergy_HSA=-2.37. (2) Drug 1: C#CCC(CC1=CN=C2C(=N1)C(=NC(=N2)N)N)C3=CC=C(C=C3)C(=O)NC(CCC(=O)O)C(=O)O. Drug 2: C1C(C(OC1N2C=NC(=NC2=O)N)CO)O. Cell line: SN12C. Synergy scores: CSS=-0.448, Synergy_ZIP=-0.970, Synergy_Bliss=-1.50, Synergy_Loewe=-8.98, Synergy_HSA=-8.95. (3) Drug 1: CN(CCCl)CCCl.Cl. Drug 2: COCCOC1=C(C=C2C(=C1)C(=NC=N2)NC3=CC=CC(=C3)C#C)OCCOC.Cl. Cell line: LOX IMVI. Synergy scores: CSS=15.8, Synergy_ZIP=-4.08, Synergy_Bliss=2.99, Synergy_Loewe=-4.51, Synergy_HSA=-0.584. (4) Drug 1: CC1C(C(=O)NC(C(=O)N2CCCC2C(=O)N(CC(=O)N(C(C(=O)O1)C(C)C)C)C)C(C)C)NC(=O)C3=C4C(=C(C=C3)C)OC5=C(C(=O)C(=C(C5=N4)C(=O)NC6C(OC(=O)C(N(C(=O)CN(C(=O)C7CCCN7C(=O)C(NC6=O)C(C)C)C)C)C(C)C)C)N)C. Drug 2: CN1C2=C(C=C(C=C2)N(CCCl)CCCl)N=C1CCCC(=O)O.Cl. Cell line: SNB-75. Synergy scores: CSS=6.13, Synergy_ZIP=0.201, Synergy_Bliss=0.0453, Synergy_Loewe=-8.29, Synergy_HSA=0.920.